This data is from Catalyst prediction with 721,799 reactions and 888 catalyst types from USPTO. The task is: Predict which catalyst facilitates the given reaction. (1) Reactant: [CH:1]1[C:13]2NC3[C:6](=[CH:7][CH:8]=[CH:9]C=3)[C:5]=2[CH:4]=[CH:3][CH:2]=1.[C:14]([O-])([O-])=O.[Cs+].[Cs+].[CH3:20][N:21]([CH:23]=O)[CH3:22]. Product: [CH2:23]([N:21]1[C:22]2[CH:4]=[CH:3][CH:2]=[CH:1][C:13]=2[C:5]2[C:20]1=[CH:9][CH:8]=[CH:7][CH:6]=2)[CH3:14]. The catalyst class is: 13. (2) Reactant: [O:1]1[C:5]2[CH:6]=[CH:7][C:8]([C:10]3([C:13]([NH:15][C:16]4[CH:21]=[CH:20][C:19]([CH:22]([OH:31])[C:23]5[CH:28]=[CH:27][CH:26]=[CH:25][C:24]=5[O:29][CH3:30])=[CH:18][N:17]=4)=[O:14])[CH2:12][CH2:11]3)=[CH:9][C:4]=2[O:3][CH2:2]1.[O:32]1[C:36]2C=CC(C3(C(NC4C=CC(C(OCCCO)C5C=CC=CC=5OC)=CN=4)=O)CC3)=C[C:35]=2OC1. Product: [O:1]1[C:5]2[CH:6]=[CH:7][C:8]([C:10]3([C:13]([NH:15][C:16]4[CH:21]=[CH:20][C:19]([CH:22]([O:31][CH2:35][CH2:36][OH:32])[C:23]5[CH:28]=[CH:27][CH:26]=[CH:25][C:24]=5[O:29][CH3:30])=[CH:18][N:17]=4)=[O:14])[CH2:12][CH2:11]3)=[CH:9][C:4]=2[O:3][CH2:2]1. The catalyst class is: 196.